The task is: Predict the product of the given reaction.. This data is from Forward reaction prediction with 1.9M reactions from USPTO patents (1976-2016). (1) Given the reactants [OH-].[Na+].C[O:4][C:5](=[O:43])[C@@H:6]([CH2:39][CH:40]([CH3:42])[CH3:41])[NH:7][C:8](=[O:38])[CH2:9][C@H:10]1[O:16][C@H:15]([C:17]2[CH:22]=[CH:21][CH:20]=[C:19]([O:23][CH3:24])[C:18]=2[O:25][CH3:26])[C:14]2[CH:27]=[C:28]([Cl:31])[CH:29]=[CH:30][C:13]=2[N:12]([CH2:32][C:33]([CH3:36])([CH3:35])[CH3:34])[C:11]1=[O:37].O.Cl, predict the reaction product. The product is: [Cl:31][C:28]1[CH:29]=[CH:30][C:13]2[N:12]([CH2:32][C:33]([CH3:35])([CH3:34])[CH3:36])[C:11](=[O:37])[C@@H:10]([CH2:9][C:8]([NH:7][C@@H:6]([C:5]([OH:43])=[O:4])[CH2:39][CH:40]([CH3:42])[CH3:41])=[O:38])[O:16][C@H:15]([C:17]3[CH:22]=[CH:21][CH:20]=[C:19]([O:23][CH3:24])[C:18]=3[O:25][CH3:26])[C:14]=2[CH:27]=1. (2) Given the reactants [OH:1][C:2]1[CH:9]=[CH:8][C:5]([CH:6]=[O:7])=[C:4]([N+:10]([O-:12])=[O:11])[C:3]=1[O:13][CH3:14].C(=O)([O-])[O-].[K+].[K+].Br.[CH2:22]([N:24]([CH2:28][CH3:29])[CH2:25][CH2:26]Br)[CH3:23].C(OCC)(=O)C.[ClH:36], predict the reaction product. The product is: [ClH:36].[CH2:22]([N:24]([CH2:28][CH2:29][O:1][C:2]1[CH:9]=[CH:8][C:5]([CH:6]=[O:7])=[C:4]([N+:10]([O-:12])=[O:11])[C:3]=1[O:13][CH3:14])[CH2:25][CH3:26])[CH3:23].